The task is: Predict the reactants needed to synthesize the given product.. This data is from Full USPTO retrosynthesis dataset with 1.9M reactions from patents (1976-2016). Given the product [CH:44]([OH:46])=[O:45].[CH:44]([OH:46])=[O:45].[NH2:8][C:5]1[N:6]=[CH:7][C:2]([C:29]2[CH:30]=[N:31][N:32]([CH:34]3[CH2:35][CH2:36][N:37]([C:40](=[O:42])[CH3:41])[CH2:38][CH2:39]3)[CH:33]=2)=[C:3]2[CH:11]=[C:10]([C:12]3[C:20]4[C:15](=[CH:16][N:17]=[N:18][CH:19]=4)[S:14][CH:13]=3)[O:9][C:4]=12, predict the reactants needed to synthesize it. The reactants are: I[C:2]1[CH:7]=[N:6][C:5]([NH2:8])=[C:4]2[O:9][C:10]([C:12]3[C:20]4[C:15](=[CH:16][N:17]=[N:18][CH:19]=4)[S:14][CH:13]=3)=[CH:11][C:3]=12.CC1(C)C(C)(C)OB([C:29]2[CH:30]=[N:31][N:32]([CH:34]3[CH2:39][CH2:38][N:37]([C:40](=[O:42])[CH3:41])[CH2:36][CH2:35]3)[CH:33]=2)O1.[C:44](=O)([O-:46])[O-:45].[K+].[K+].